From a dataset of Cav3 T-type calcium channel HTS with 100,875 compounds. Binary Classification. Given a drug SMILES string, predict its activity (active/inactive) in a high-throughput screening assay against a specified biological target. (1) The drug is S(CC(=O)N1CCN(CC1)CCO)c1n(c(=O)c2c(c(sc2n1)C)C)c1ccccc1. The result is 0 (inactive). (2) The compound is Clc1c(OCC(=O)NC(C)(C)C)c(OC)cc(CNc2cc3[nH]c(=O)[nH]c3cc2)c1. The result is 0 (inactive).